This data is from NCI-60 drug combinations with 297,098 pairs across 59 cell lines. The task is: Regression. Given two drug SMILES strings and cell line genomic features, predict the synergy score measuring deviation from expected non-interaction effect. (1) Drug 1: CN(CC1=CN=C2C(=N1)C(=NC(=N2)N)N)C3=CC=C(C=C3)C(=O)NC(CCC(=O)O)C(=O)O. Drug 2: CC(C)CN1C=NC2=C1C3=CC=CC=C3N=C2N. Cell line: IGROV1. Synergy scores: CSS=25.6, Synergy_ZIP=0.577, Synergy_Bliss=-0.717, Synergy_Loewe=-21.3, Synergy_HSA=-3.31. (2) Drug 1: CS(=O)(=O)C1=CC(=C(C=C1)C(=O)NC2=CC(=C(C=C2)Cl)C3=CC=CC=N3)Cl. Drug 2: CC1C(C(CC(O1)OC2CC(CC3=C2C(=C4C(=C3O)C(=O)C5=C(C4=O)C(=CC=C5)OC)O)(C(=O)CO)O)N)O.Cl. Cell line: U251. Synergy scores: CSS=46.8, Synergy_ZIP=0.557, Synergy_Bliss=0.871, Synergy_Loewe=2.78, Synergy_HSA=3.99. (3) Drug 1: CC(C1=C(C=CC(=C1Cl)F)Cl)OC2=C(N=CC(=C2)C3=CN(N=C3)C4CCNCC4)N. Drug 2: C(=O)(N)NO. Cell line: NCI-H226. Synergy scores: CSS=4.83, Synergy_ZIP=-1.74, Synergy_Bliss=-1.41, Synergy_Loewe=-3.73, Synergy_HSA=-1.39. (4) Drug 1: C1CN1P(=S)(N2CC2)N3CC3. Drug 2: CC1CCC2CC(C(=CC=CC=CC(CC(C(=O)C(C(C(=CC(C(=O)CC(OC(=O)C3CCCCN3C(=O)C(=O)C1(O2)O)C(C)CC4CCC(C(C4)OC)O)C)C)O)OC)C)C)C)OC. Cell line: LOX IMVI. Synergy scores: CSS=15.0, Synergy_ZIP=-4.88, Synergy_Bliss=2.58, Synergy_Loewe=1.42, Synergy_HSA=0.812. (5) Drug 1: CCCCC(=O)OCC(=O)C1(CC(C2=C(C1)C(=C3C(=C2O)C(=O)C4=C(C3=O)C=CC=C4OC)O)OC5CC(C(C(O5)C)O)NC(=O)C(F)(F)F)O. Synergy scores: CSS=34.8, Synergy_ZIP=-2.69, Synergy_Bliss=-6.30, Synergy_Loewe=-6.80, Synergy_HSA=-6.14. Cell line: TK-10. Drug 2: CC(C)(C#N)C1=CC(=CC(=C1)CN2C=NC=N2)C(C)(C)C#N. (6) Drug 1: C1CC(=O)NC(=O)C1N2CC3=C(C2=O)C=CC=C3N. Drug 2: CC1C(C(CC(O1)OC2CC(CC3=C2C(=C4C(=C3O)C(=O)C5=C(C4=O)C(=CC=C5)OC)O)(C(=O)C)O)N)O.Cl. Cell line: DU-145. Synergy scores: CSS=6.76, Synergy_ZIP=-5.78, Synergy_Bliss=-5.07, Synergy_Loewe=-15.7, Synergy_HSA=-4.94. (7) Drug 1: C1CN1C2=NC(=NC(=N2)N3CC3)N4CC4. Drug 2: C1CC(=O)NC(=O)C1N2CC3=C(C2=O)C=CC=C3N. Cell line: HCT-15. Synergy scores: CSS=42.1, Synergy_ZIP=-5.98, Synergy_Bliss=-9.92, Synergy_Loewe=-14.5, Synergy_HSA=-9.33. (8) Drug 1: CCC1(CC2CC(C3=C(CCN(C2)C1)C4=CC=CC=C4N3)(C5=C(C=C6C(=C5)C78CCN9C7C(C=CC9)(C(C(C8N6C=O)(C(=O)OC)O)OC(=O)C)CC)OC)C(=O)OC)O.OS(=O)(=O)O. Drug 2: CCC(=C(C1=CC=CC=C1)C2=CC=C(C=C2)OCCN(C)C)C3=CC=CC=C3.C(C(=O)O)C(CC(=O)O)(C(=O)O)O. Cell line: U251. Synergy scores: CSS=48.4, Synergy_ZIP=8.48, Synergy_Bliss=7.86, Synergy_Loewe=-43.0, Synergy_HSA=0.649. (9) Drug 1: C1=CC(=C2C(=C1NCCNCCO)C(=O)C3=C(C=CC(=C3C2=O)O)O)NCCNCCO. Drug 2: C1=CC(=CC=C1CCCC(=O)O)N(CCCl)CCCl. Cell line: NCI-H522. Synergy scores: CSS=48.0, Synergy_ZIP=-6.16, Synergy_Bliss=-4.62, Synergy_Loewe=-6.73, Synergy_HSA=2.58. (10) Drug 1: C1CN1P(=S)(N2CC2)N3CC3. Drug 2: CNC(=O)C1=NC=CC(=C1)OC2=CC=C(C=C2)NC(=O)NC3=CC(=C(C=C3)Cl)C(F)(F)F. Cell line: ACHN. Synergy scores: CSS=21.1, Synergy_ZIP=3.73, Synergy_Bliss=5.26, Synergy_Loewe=-23.5, Synergy_HSA=1.16.